Task: Predict the product of the given reaction.. Dataset: Forward reaction prediction with 1.9M reactions from USPTO patents (1976-2016) (1) Given the reactants [OH:1][CH2:2][C:3]1[CH:4]=[C:5]([CH:34]=[CH:35][CH:36]=1)[C:6]([NH:8][C@@H:9]1[C:20]2[C:14](=[CH:15][CH:16]=[C:17]([S:22][CH3:23])[C:18](=[O:21])[CH:19]=2)[C:13]2[C:24]([O:32][CH3:33])=[C:25]([O:30][CH3:31])[C:26]([O:28][CH3:29])=[CH:27][C:12]=2[CH2:11][CH2:10]1)=[O:7].[CH3:37][S:38](Cl)(=[O:40])=[O:39].C(N(CC)CC)C, predict the reaction product. The product is: [CH3:33][O:32][C:24]1[C:13]2[C:14]3[C:20]([C@@H:9]([NH:8][C:6]([C:5]4[CH:4]=[C:3]([CH:36]=[CH:35][CH:34]=4)[CH2:2][O:1][S:38]([CH3:37])(=[O:40])=[O:39])=[O:7])[CH2:10][CH2:11][C:12]=2[CH:27]=[C:26]([O:28][CH3:29])[C:25]=1[O:30][CH3:31])=[CH:19][C:18](=[O:21])[C:17]([S:22][CH3:23])=[CH:16][CH:15]=3. (2) Given the reactants [Br:1][C:2]1[CH:8]=[C:7]([CH3:9])[CH:6]=[CH:5][C:3]=1[NH2:4].[S:10]1[C:14]2[CH:15]=[C:16]([S:19](Cl)(=[O:21])=[O:20])[CH:17]=[CH:18][C:13]=2[N:12]=[CH:11]1, predict the reaction product. The product is: [Br:1][C:2]1[CH:8]=[C:7]([CH3:9])[CH:6]=[CH:5][C:3]=1[NH:4][S:19]([C:16]1[CH:17]=[CH:18][C:13]2[N:12]=[CH:11][S:10][C:14]=2[CH:15]=1)(=[O:20])=[O:21]. (3) Given the reactants [NH2:1][C:2]1[C:3]([C:8]([NH:10][CH2:11][CH:12]2[CH2:15][CH2:14][CH2:13]2)=[O:9])=[N:4][CH:5]=[CH:6][CH:7]=1.[NH:16]1[C:24]2[C:19](=[CH:20][CH:21]=[CH:22][CH:23]=2)[C:18]([C:25](O)=[O:26])=[CH:17]1, predict the reaction product. The product is: [CH:12]1([CH2:11][NH:10][C:8]([C:3]2[C:2]([NH:1][C:25]([C:18]3[C:19]4[C:24](=[CH:23][CH:22]=[CH:21][CH:20]=4)[NH:16][CH:17]=3)=[O:26])=[CH:7][CH:6]=[CH:5][N:4]=2)=[O:9])[CH2:15][CH2:14][CH2:13]1. (4) Given the reactants [Si:1]([O:8][C:9]1[CH:14]=[C:13]([CH3:15])[C:12]([C:16]2[CH:21]=[CH:20][CH:19]=[C:18]([CH2:22][OH:23])[CH:17]=2)=[C:11]([CH3:24])[CH:10]=1)([C:4]([CH3:7])([CH3:6])[CH3:5])([CH3:3])[CH3:2].O[C:26]1[CH:39]=[CH:38][C:29]2[C@H:30]([CH2:33][C:34]([O:36][CH3:37])=[O:35])[CH2:31][O:32][C:28]=2[CH:27]=1.C1(P(C2C=CC=CC=2)C2C=CC=CC=2)C=CC=CC=1.N(C(OC(C)C)=O)=NC(OC(C)C)=O, predict the reaction product. The product is: [Si:1]([O:8][C:9]1[CH:14]=[C:13]([CH3:15])[C:12]([C:16]2[CH:21]=[CH:20][CH:19]=[C:18]([CH2:22][O:23][C:26]3[CH:39]=[CH:38][C:29]4[C@H:30]([CH2:33][C:34]([O:36][CH3:37])=[O:35])[CH2:31][O:32][C:28]=4[CH:27]=3)[CH:17]=2)=[C:11]([CH3:24])[CH:10]=1)([C:4]([CH3:6])([CH3:5])[CH3:7])([CH3:3])[CH3:2].